From a dataset of Catalyst prediction with 721,799 reactions and 888 catalyst types from USPTO. Predict which catalyst facilitates the given reaction. (1) Reactant: [CH:1]1([CH:6]([NH:18][C:19]2[CH:24]=[CH:23][C:22]([C:25]([N:27]([CH3:35])[CH2:28][CH2:29][C:30]([O:32]CC)=[O:31])=[O:26])=[CH:21][CH:20]=2)[C:7]2[O:8][C:9]3[CH:16]=[CH:15][C:14]([F:17])=[CH:13][C:10]=3[C:11]=2[CH3:12])[CH2:5][CH2:4][CH2:3][CH2:2]1.[OH-].[Na+]. Product: [CH:1]1([CH:6]([NH:18][C:19]2[CH:20]=[CH:21][C:22]([C:25]([N:27]([CH3:35])[CH2:28][CH2:29][C:30]([OH:32])=[O:31])=[O:26])=[CH:23][CH:24]=2)[C:7]2[O:8][C:9]3[CH:16]=[CH:15][C:14]([F:17])=[CH:13][C:10]=3[C:11]=2[CH3:12])[CH2:5][CH2:4][CH2:3][CH2:2]1. The catalyst class is: 199. (2) Reactant: O[CH2:2][CH:3]([NH:8][C:9]([C@@H:11]1[CH2:16][N:15]2[CH2:17][CH2:18][CH2:19][C@@H:14]2[CH2:13][N:12]1[C:20]([O:22][C:23]([CH3:26])([CH3:25])[CH3:24])=[O:21])=[O:10])[C:4]([O:6][CH3:7])=[O:5].COC([CH-]S([N+](CC)(CC)CC)(=O)=O)=O. Product: [CH3:7][O:6][C:4]([CH:3]1[CH2:2][O:10][C:9]([C@@H:11]2[CH2:16][N:15]3[CH2:17][CH2:18][CH2:19][C@@H:14]3[CH2:13][N:12]2[C:20]([O:22][C:23]([CH3:24])([CH3:26])[CH3:25])=[O:21])=[N:8]1)=[O:5]. The catalyst class is: 253. (3) Reactant: [CH2:1]([N:8]1[C:12]([CH2:13][N:14]2C(=O)C3C(=CC=CC=3)C2=O)=[N:11][N:10]=[N:9]1)[C:2]1[CH:7]=[CH:6][CH:5]=[CH:4][CH:3]=1.NN.Cl. Product: [CH2:1]([N:8]1[C:12]([CH2:13][NH2:14])=[N:11][N:10]=[N:9]1)[C:2]1[CH:3]=[CH:4][CH:5]=[CH:6][CH:7]=1. The catalyst class is: 621. (4) The catalyst class is: 6. Reactant: FC(F)(F)[C:3]([C:5]1[C:13]2[C:8](=[CH:9][C:10]([N+:14]([O-:16])=[O:15])=[CH:11][CH:12]=2)[NH:7][CH:6]=1)=[O:4].[OH-:19].[Na+].Cl. Product: [N+:14]([C:10]1[CH:9]=[C:8]2[C:13]([C:5]([C:3]([OH:4])=[O:19])=[CH:6][NH:7]2)=[CH:12][CH:11]=1)([O-:16])=[O:15]. (5) Reactant: [CH:1]1([C:4]2[N:5]=[C:6]([NH:9][C:10](=[O:16])[O:11][C:12]([CH3:15])([CH3:14])[CH3:13])[S:7][CH:8]=2)[CH2:3][CH2:2]1.C(#N)C.CC(O)=O.[Br:24]N1C(=O)CCC1=O. Product: [Br:24][C:8]1[S:7][C:6]([NH:9][C:10](=[O:16])[O:11][C:12]([CH3:13])([CH3:15])[CH3:14])=[N:5][C:4]=1[CH:1]1[CH2:2][CH2:3]1. The catalyst class is: 250. (6) Reactant: [CH2:1]([N:8]1[CH:12]=[C:11]([C:13]2[CH:18]=[CH:17][C:16]([N+:19]([O-:21])=[O:20])=[CH:15][C:14]=2[OH:22])[CH:10]=[N:9]1)[C:2]1[CH:7]=[CH:6][CH:5]=[CH:4][CH:3]=1.C(=O)([O-])[O-].[K+].[K+].Cl[C:30]([F:36])([F:35])C(OC)=O.C([O-])(O)=O.[Na+]. Product: [CH2:1]([N:8]1[CH:12]=[C:11]([C:13]2[CH:18]=[CH:17][C:16]([N+:19]([O-:21])=[O:20])=[CH:15][C:14]=2[O:22][CH:30]([F:36])[F:35])[CH:10]=[N:9]1)[C:2]1[CH:7]=[CH:6][CH:5]=[CH:4][CH:3]=1. The catalyst class is: 3. (7) Reactant: [CH3:1][C:2]1[N:7]([CH2:8][C:9]2[S:10][C:11]([C:14]([F:17])([F:16])[F:15])=[CH:12][CH:13]=2)[C:6](=[O:18])[N:5]=[C:4](SC)[N:3]=1.Cl.[F:22][C:23]1[CH:24]=[C:25]2[C:30](=[CH:31][CH:32]=1)[CH2:29][NH:28][CH2:27][CH2:26]2.C(N(CC)CC)C. Product: [F:22][C:23]1[CH:24]=[C:25]2[C:30](=[CH:31][CH:32]=1)[CH2:29][N:28]([C:4]1[N:3]=[C:2]([CH3:1])[N:7]([CH2:8][C:9]3[S:10][C:11]([C:14]([F:17])([F:16])[F:15])=[CH:12][CH:13]=3)[C:6](=[O:18])[N:5]=1)[CH2:27][CH2:26]2. The catalyst class is: 12. (8) Reactant: Cl.[O:2]1[C:11]2[C:6](=[CH:7][CH:8]=[CH:9][CH:10]=2)[CH:5]([NH:12][C:13]2[C:14]3[N:15]([C:22]([CH3:26])=[C:23]([CH3:25])[N:24]=3)[CH:16]=[C:17]([C:19]([OH:21])=O)[CH:18]=2)[CH2:4][CH2:3]1.Cl.[CH3:28][NH:29][CH3:30].Cl.CN(C)CCCN=C=NCC.O.ON1C2C=CC=CC=2N=N1. Product: [O:2]1[C:11]2[C:6](=[CH:7][CH:8]=[CH:9][CH:10]=2)[CH:5]([NH:12][C:13]2[C:14]3[N:15]([C:22]([CH3:26])=[C:23]([CH3:25])[N:24]=3)[CH:16]=[C:17]([C:19]([N:29]([CH3:30])[CH3:28])=[O:21])[CH:18]=2)[CH2:4][CH2:3]1. The catalyst class is: 236. (9) Reactant: N(C(OCC)=O)=NC(OCC)=O.[OH:13][C:14]1[CH:19]=[CH:18][C:17]([CH2:20][CH:21]([O:27][CH2:28][CH3:29])[C:22]([O:24][CH2:25][CH3:26])=[O:23])=[CH:16][CH:15]=1.C1(P(C2C=CC=CC=2)C2C=CC=CC=2)C=CC=CC=1.[CH:49]1[C:62]2[CH:61]([CH2:63][CH2:64]O)[C:60]3[C:55](=[CH:56][CH:57]=[CH:58][CH:59]=3)[O:54][C:53]=2[CH:52]=[CH:51][CH:50]=1. Product: [CH2:28]([O:27][CH:21]([CH2:20][C:17]1[CH:16]=[CH:15][C:14]([O:13][CH2:64][CH2:63][CH:61]2[C:62]3[CH:49]=[CH:50][CH:51]=[CH:52][C:53]=3[O:54][C:55]3[C:60]2=[CH:59][CH:58]=[CH:57][CH:56]=3)=[CH:19][CH:18]=1)[C:22]([O:24][CH2:25][CH3:26])=[O:23])[CH3:29]. The catalyst class is: 1.